Dataset: Forward reaction prediction with 1.9M reactions from USPTO patents (1976-2016). Task: Predict the product of the given reaction. (1) Given the reactants [CH:1]1[C:11]2[CH2:10][C:9]3([CH2:15][CH2:14][CH:13]([N:16]4[CH2:19][CH:18]([C:20]([O:22]C)=[O:21])[CH2:17]4)[CH2:12]3)[C:8]3[CH:24]=[CH:25][CH:26]=[CH:27][C:7]=3[CH2:6][C:5]=2[CH:4]=[CH:3][CH:2]=1.[OH-].[K+], predict the reaction product. The product is: [CH:1]1[C:11]2[CH2:10][C:9]3([CH2:15][CH2:14][CH:13]([N:16]4[CH2:19][CH:18]([C:20]([OH:22])=[O:21])[CH2:17]4)[CH2:12]3)[C:8]3[CH:24]=[CH:25][CH:26]=[CH:27][C:7]=3[CH2:6][C:5]=2[CH:4]=[CH:3][CH:2]=1. (2) Given the reactants [CH3:1][N:2]1[C:14]2[C:13](=[O:15])[C:12]3[CH:11]=[C:10]([CH3:16])[CH:9]=[CH:8][C:7]=3[N:6]([CH:17]3[CH2:22][CH2:21][N:20](C(OC(C)(C)C)=O)[CH2:19][CH2:18]3)[C:5]=2[CH:4]=[N:3]1.FC(F)(F)C(O)=O, predict the reaction product. The product is: [CH3:1][N:2]1[C:14]2[C:13](=[O:15])[C:12]3[CH:11]=[C:10]([CH3:16])[CH:9]=[CH:8][C:7]=3[N:6]([CH:17]3[CH2:22][CH2:21][NH:20][CH2:19][CH2:18]3)[C:5]=2[CH:4]=[N:3]1. (3) The product is: [Cl:54][C:48]1[CH:49]=[CH:50][CH:51]=[C:52]([Cl:53])[C:47]=1[CH2:46][C:45]([N:29]1[C@@H:28]([CH2:27][OH:26])[CH2:37][C:36]2[C:31](=[CH:32][CH:33]=[CH:34][C:35]=2[CH2:38][CH2:39][C:40]([OH:43])([CH3:41])[CH3:42])[C@@H:30]1[CH3:44])=[O:55]. Given the reactants [F-].C([N+](CCCC)(CCCC)CCCC)CCC.[Si]([O:26][CH2:27][C@H:28]1[CH2:37][C:36]2[C:31](=[CH:32][CH:33]=[CH:34][C:35]=2[CH2:38][CH2:39][C:40]([OH:43])([CH3:42])[CH3:41])[C@H:30]([CH3:44])[N:29]1[C:45](=[O:55])[CH2:46][C:47]1[C:52]([Cl:53])=[CH:51][CH:50]=[CH:49][C:48]=1[Cl:54])(C(C)(C)C)(C)C, predict the reaction product. (4) Given the reactants [CH2:1]([O:3][C:4]1[CH:9]=[C:8]([C:10](OCC)=[O:11])[CH:7]=[C:6]([O:15][CH2:16][CH3:17])[C:5]=1[C:18]1[CH:23]=[CH:22][C:21]([F:24])=[CH:20][CH:19]=1)[CH3:2].[H-].[Al+3].[Li+].[H-].[H-].[H-].O.[OH-].[Na+], predict the reaction product. The product is: [CH2:1]([O:3][C:4]1[CH:9]=[C:8]([CH:10]=[O:11])[CH:7]=[C:6]([O:15][CH2:16][CH3:17])[C:5]=1[C:18]1[CH:19]=[CH:20][C:21]([F:24])=[CH:22][CH:23]=1)[CH3:2]. (5) Given the reactants [CH3:1][C:2]1[CH:7]=[CH:6][CH:5]=[C:4]([CH3:8])[C:3]=1[B:9]([OH:11])[OH:10].C1C(=O)N([Br:19])C(=O)C1.CC(N=NC(C#N)(C)C)(C#N)C, predict the reaction product. The product is: [Br:19][CH2:1][C:2]1[CH:7]=[CH:6][CH:5]=[C:4]([CH3:8])[C:3]=1[B:9]([OH:10])[OH:11]. (6) Given the reactants [CH3:1][C:2]1([CH3:34])[O:6]/[C:5](=[C:7]2/[C:8](=[O:20])[NH:9][C:10]3[C:15]/2=[CH:14][C:13]([C:16]([O:18]C)=[O:17])=[CH:12][CH:11]=3)/[CH:4]=[C:3]1[C:21]1[CH:26]=[CH:25][C:24]([CH2:27][N:28]2[CH2:33][CH2:32][O:31][CH2:30][CH2:29]2)=[CH:23][CH:22]=1.[OH-].[Na+].Cl, predict the reaction product. The product is: [CH3:1][C:2]1([CH3:34])[O:6]/[C:5](=[C:7]2/[C:8](=[O:20])[NH:9][C:10]3[C:15]/2=[CH:14][C:13]([C:16]([OH:18])=[O:17])=[CH:12][CH:11]=3)/[CH:4]=[C:3]1[C:21]1[CH:26]=[CH:25][C:24]([CH2:27][N:28]2[CH2:33][CH2:32][O:31][CH2:30][CH2:29]2)=[CH:23][CH:22]=1. (7) The product is: [N:36]([C@H:15]1[C:10]2[CH:11]=[C:12]3[C:7](=[CH:8][C:9]=2[CH2:18][CH2:17][CH2:16]1)[CH2:6][N:5]([C:3](=[O:4])[C:2]([F:21])([F:20])[F:1])[CH2:14][CH2:13]3)=[N+:37]=[N-:38]. Given the reactants [F:1][C:2]([F:21])([F:20])[C:3]([N:5]1[CH2:14][CH2:13][C:12]2[C:7](=[CH:8][C:9]3[CH2:18][CH2:17][CH2:16][C@H:15](O)[C:10]=3[CH:11]=2)[CH2:6]1)=[O:4].C1C=CC(P([N:36]=[N+:37]=[N-:38])(C2C=CC=CC=2)=O)=CC=1.C1CCN2C(=NCCC2)CC1.Cl, predict the reaction product. (8) Given the reactants Cl.[Cl:2][C:3]1[CH:4]=[C:5]([N:9]2[C:13]([CH2:14][NH2:15])=[CH:12][C:11]([C:16]([F:19])([F:18])[F:17])=[N:10]2)[CH:6]=[CH:7][CH:8]=1.[OH:20][CH2:21][CH:22]([C:25]1[CH:30]=[CH:29][C:28]([NH:31][C:32](=O)[O:33]C2C=CC=CC=2)=[CH:27][C:26]=1[F:41])[CH2:23][OH:24], predict the reaction product. The product is: [Cl:2][C:3]1[CH:4]=[C:5]([N:9]2[C:13]([CH2:14][NH:15][C:32]([NH:31][C:28]3[CH:29]=[CH:30][C:25]([CH:22]([CH2:21][OH:20])[CH2:23][OH:24])=[C:26]([F:41])[CH:27]=3)=[O:33])=[CH:12][C:11]([C:16]([F:17])([F:18])[F:19])=[N:10]2)[CH:6]=[CH:7][CH:8]=1. (9) Given the reactants Cl[C:2]1[C:3]2[S:23](=[O:24])[CH2:22][CH2:21][C:4]=2[N:5]=[C:6]([N:8]2[CH2:13][CH2:12][N:11]([C:14]3[CH:19]=[CH:18][C:17]([Cl:20])=[CH:16][CH:15]=3)[CH2:10][CH2:9]2)[N:7]=1.[NH2:25][CH2:26][C:27]1[CH:28]=[C:29]([OH:33])[N:30]([CH3:32])[N:31]=1.C(N(C(C)C)CC)(C)C.O, predict the reaction product. The product is: [Cl:20][C:17]1[CH:18]=[CH:19][C:14]([N:11]2[CH2:12][CH2:13][N:8]([C:6]3[N:7]=[C:2]([NH:25][CH2:26][C:27]4[CH:28]=[C:29]([OH:33])[N:30]([CH3:32])[N:31]=4)[C:3]4[S:23](=[O:24])[CH2:22][CH2:21][C:4]=4[N:5]=3)[CH2:9][CH2:10]2)=[CH:15][CH:16]=1. (10) The product is: [NH3:1].[OH:22][C:19]1([CH3:2])[CH2:29][CH2:30][N:26]([CH:8]2[CH2:11][N:10]([C:12]([O:14][C:15]([CH3:18])([CH3:17])[CH3:16])=[O:13])[CH2:9]2)[CH2:27][CH2:28]1. Given the reactants [NH:1]1CCCC[CH2:2]1.I[CH:8]1[CH2:11][N:10]([C:12]([O:14][C:15]([CH3:18])([CH3:17])[CH3:16])=[O:13])[CH2:9]1.[C:19](=[O:22])([O-])[O-].[K+].[K+].C[N:26]1[CH2:30][CH2:29][CH2:28][C:27]1=O, predict the reaction product.